Task: Predict the reactants needed to synthesize the given product.. Dataset: Full USPTO retrosynthesis dataset with 1.9M reactions from patents (1976-2016) Given the product [Si:16]([O:23][C:24]1[CH:25]=[C:26]2[C:30](=[CH:31][CH:32]=1)[N:29]([C:9]([O:11][C:12]([CH3:13])([CH3:14])[CH3:15])=[O:10])[CH:28]=[CH:27]2)([C:19]([CH3:22])([CH3:21])[CH3:20])([CH3:18])[CH3:17], predict the reactants needed to synthesize it. The reactants are: [C:12]([O:11][C:9](O[C:9]([O:11][C:12]([CH3:15])([CH3:14])[CH3:13])=[O:10])=[O:10])([CH3:15])([CH3:14])[CH3:13].[Si:16]([O:23][C:24]1[CH:25]=[C:26]2[C:30](=[CH:31][CH:32]=1)[NH:29][CH:28]=[CH:27]2)([C:19]([CH3:22])([CH3:21])[CH3:20])([CH3:18])[CH3:17].